From a dataset of NCI-60 drug combinations with 297,098 pairs across 59 cell lines. Regression. Given two drug SMILES strings and cell line genomic features, predict the synergy score measuring deviation from expected non-interaction effect. Drug 1: C1CCN(CC1)CCOC2=CC=C(C=C2)C(=O)C3=C(SC4=C3C=CC(=C4)O)C5=CC=C(C=C5)O. Drug 2: C1=CC(=C2C(=C1NCCNCCO)C(=O)C3=C(C=CC(=C3C2=O)O)O)NCCNCCO. Cell line: HL-60(TB). Synergy scores: CSS=75.6, Synergy_ZIP=11.5, Synergy_Bliss=13.1, Synergy_Loewe=-14.9, Synergy_HSA=9.47.